This data is from NCI-60 drug combinations with 297,098 pairs across 59 cell lines. The task is: Regression. Given two drug SMILES strings and cell line genomic features, predict the synergy score measuring deviation from expected non-interaction effect. (1) Drug 1: CCCCC(=O)OCC(=O)C1(CC(C2=C(C1)C(=C3C(=C2O)C(=O)C4=C(C3=O)C=CC=C4OC)O)OC5CC(C(C(O5)C)O)NC(=O)C(F)(F)F)O. Drug 2: N.N.Cl[Pt+2]Cl. Cell line: NCIH23. Synergy scores: CSS=80.1, Synergy_ZIP=1.49, Synergy_Bliss=1.54, Synergy_Loewe=1.96, Synergy_HSA=4.51. (2) Cell line: SK-MEL-28. Synergy scores: CSS=4.63, Synergy_ZIP=0.416, Synergy_Bliss=5.96, Synergy_Loewe=3.16, Synergy_HSA=2.99. Drug 2: C1CC(=O)NC(=O)C1N2CC3=C(C2=O)C=CC=C3N. Drug 1: CN1CCC(CC1)COC2=C(C=C3C(=C2)N=CN=C3NC4=C(C=C(C=C4)Br)F)OC. (3) Drug 1: CN(C)C1=NC(=NC(=N1)N(C)C)N(C)C. Drug 2: C1=NC2=C(N=C(N=C2N1C3C(C(C(O3)CO)O)O)F)N. Cell line: CAKI-1. Synergy scores: CSS=4.86, Synergy_ZIP=-4.80, Synergy_Bliss=-4.61, Synergy_Loewe=-24.4, Synergy_HSA=-6.25. (4) Drug 1: C1CC(C1)(C(=O)O)C(=O)O.[NH2-].[NH2-].[Pt+2]. Drug 2: C#CCC(CC1=CN=C2C(=N1)C(=NC(=N2)N)N)C3=CC=C(C=C3)C(=O)NC(CCC(=O)O)C(=O)O. Cell line: SK-MEL-28. Synergy scores: CSS=42.4, Synergy_ZIP=0.913, Synergy_Bliss=-0.529, Synergy_Loewe=-16.1, Synergy_HSA=-0.826. (5) Drug 1: CC12CCC3C(C1CCC2OP(=O)(O)O)CCC4=C3C=CC(=C4)OC(=O)N(CCCl)CCCl.[Na+]. Drug 2: COCCOC1=C(C=C2C(=C1)C(=NC=N2)NC3=CC=CC(=C3)C#C)OCCOC.Cl. Cell line: HOP-92. Synergy scores: CSS=-5.71, Synergy_ZIP=8.82, Synergy_Bliss=12.9, Synergy_Loewe=-5.17, Synergy_HSA=-0.380. (6) Drug 1: C1=CC(=CC=C1C#N)C(C2=CC=C(C=C2)C#N)N3C=NC=N3. Drug 2: CC1=C(C=C(C=C1)C(=O)NC2=CC(=CC(=C2)C(F)(F)F)N3C=C(N=C3)C)NC4=NC=CC(=N4)C5=CN=CC=C5. Cell line: PC-3. Synergy scores: CSS=-2.81, Synergy_ZIP=3.43, Synergy_Bliss=3.83, Synergy_Loewe=-5.02, Synergy_HSA=-4.38. (7) Drug 1: CCC1(CC2CC(C3=C(CCN(C2)C1)C4=CC=CC=C4N3)(C5=C(C=C6C(=C5)C78CCN9C7C(C=CC9)(C(C(C8N6C=O)(C(=O)OC)O)OC(=O)C)CC)OC)C(=O)OC)O.OS(=O)(=O)O. Drug 2: C(=O)(N)NO. Cell line: SR. Synergy scores: CSS=7.67, Synergy_ZIP=-2.61, Synergy_Bliss=-1.23, Synergy_Loewe=-2.95, Synergy_HSA=-1.10. (8) Drug 1: CC1OCC2C(O1)C(C(C(O2)OC3C4COC(=O)C4C(C5=CC6=C(C=C35)OCO6)C7=CC(=C(C(=C7)OC)O)OC)O)O. Drug 2: C1=NC2=C(N=C(N=C2N1C3C(C(C(O3)CO)O)O)F)N. Cell line: PC-3. Synergy scores: CSS=16.1, Synergy_ZIP=-6.50, Synergy_Bliss=-5.03, Synergy_Loewe=-5.35, Synergy_HSA=-3.25.